This data is from Catalyst prediction with 721,799 reactions and 888 catalyst types from USPTO. The task is: Predict which catalyst facilitates the given reaction. (1) Reactant: [CH:1]1([O:7][CH:8]([C:12]2[CH:17]=[CH:16][C:15]([Cl:18])=[C:14]([Cl:19])[CH:13]=2)[C:9]([NH2:11])=[O:10])[CH2:6][CH2:5][CH2:4][CH2:3][CH2:2]1.[CH3:20][N:21]=[C:22]=[O:23]. Product: [CH:1]1([O:7][CH:8]([C:12]2[CH:17]=[CH:16][C:15]([Cl:18])=[C:14]([Cl:19])[CH:13]=2)[C:9]([NH:11][C:22]([NH:21][CH3:20])=[O:23])=[O:10])[CH2:6][CH2:5][CH2:4][CH2:3][CH2:2]1. The catalyst class is: 11. (2) Reactant: [Br:1][C:2]1[CH:3]=[N:4][CH:5]=[C:6]([CH2:8][S:9]([CH3:11])=[O:10])[CH:7]=1.[N-:12]=[N+]=[N-].[Na+].OS(O)(=O)=O. Product: [Br:1][C:2]1[CH:3]=[N:4][CH:5]=[C:6]([CH2:8][S:9](=[NH:12])([CH3:11])=[O:10])[CH:7]=1. The catalyst class is: 22. (3) Reactant: [NH:1]1[C:9]2[C:4](=[CH:5][C:6]([C:10]3[C:18]4[C:13](=[N:14][CH:15]=[C:16]([C:19]5[CH:26]=[CH:25][C:22]([CH:23]=O)=[CH:21][CH:20]=5)[CH:17]=4)[N:12](S(C4C=CC(C)=CC=4)(=O)=O)[CH:11]=3)=[CH:7][CH:8]=2)[CH:3]=[CH:2]1.[F:37][C:38]1([F:44])[CH2:43][CH2:42][NH:41][CH2:40][CH2:39]1.C(O[BH-](OC(=O)C)OC(=O)C)(=O)C.[Na+]. Product: [F:37][C:38]1([F:44])[CH2:43][CH2:42][N:41]([CH2:23][C:22]2[CH:21]=[CH:20][C:19]([C:16]3[CH:17]=[C:18]4[C:10]([C:6]5[CH:5]=[C:4]6[C:9](=[CH:8][CH:7]=5)[NH:1][CH:2]=[CH:3]6)=[CH:11][NH:12][C:13]4=[N:14][CH:15]=3)=[CH:26][CH:25]=2)[CH2:40][CH2:39]1. The catalyst class is: 4. (4) Reactant: [Cl:1][C:2]1[CH:7]=[CH:6][C:5]([C:8]2[N:9]=[C:10](Cl)[C:11]3[CH2:16][CH2:15][CH2:14][C:12]=3[N:13]=2)=[CH:4][CH:3]=1.[CH:18]1([NH2:23])[CH2:22][CH2:21][CH2:20][CH2:19]1.CN1CCCC1=O. Product: [Cl:1][C:2]1[CH:7]=[CH:6][C:5]([C:8]2[N:9]=[C:10]([NH:23][CH:18]3[CH2:22][CH2:21][CH2:20][CH2:19]3)[C:11]3[CH2:16][CH2:15][CH2:14][C:12]=3[N:13]=2)=[CH:4][CH:3]=1. The catalyst class is: 6. (5) Reactant: [CH2:1]([S:3]([C:6]1[CH:7]=[C:8]([C:12]2[CH:20]=[C:19]([NH:21][CH3:22])[C:18]([O:23][CH3:24])=[C:17]3[C:13]=2[C:14]2[CH:28]=[C:27]([CH3:29])[CH:26]=[N:25][C:15]=2[NH:16]3)[CH:9]=[CH:10][CH:11]=1)(=[O:5])=[O:4])[CH3:2].[CH:30]1([C:33](Cl)=[O:34])[CH2:32][CH2:31]1. Product: [CH2:1]([S:3]([C:6]1[CH:7]=[C:8]([C:12]2[CH:20]=[C:19]([N:21]([CH3:22])[C:33]([CH:30]3[CH2:32][CH2:31]3)=[O:34])[C:18]([O:23][CH3:24])=[C:17]3[C:13]=2[C:14]2[CH:28]=[C:27]([CH3:29])[CH:26]=[N:25][C:15]=2[NH:16]3)[CH:9]=[CH:10][CH:11]=1)(=[O:5])=[O:4])[CH3:2]. The catalyst class is: 1. (6) Reactant: C(=O)([O-])[O-].[K+].[K+].[Cl:7][C:8]1[C:17]2[C:12](=[C:13]([Cl:18])[CH:14]=[CH:15][CH:16]=2)[CH:11]=[C:10]([OH:19])[N:9]=1.Br[CH2:21][CH2:22][CH3:23]. Product: [Cl:7][C:8]1[C:17]2[C:12](=[C:13]([Cl:18])[CH:14]=[CH:15][CH:16]=2)[CH:11]=[C:10]([O:19][CH2:21][CH2:22][CH3:23])[N:9]=1. The catalyst class is: 6. (7) Reactant: [C:1]([O-:4])(=O)[CH3:2].[Na+].C(OO)(=O)C.[Br:11][C:12]1[CH:17]=[CH:16][C:15]([CH2:18][CH2:19]C=C)=[CH:14][CH:13]=1.O. Product: [Br:11][C:12]1[CH:17]=[CH:16][C:15]([CH2:18][CH2:19][CH:1]2[O:4][CH2:2]2)=[CH:14][CH:13]=1. The catalyst class is: 4. (8) Reactant: [F:1][C:2]1[CH:3]=[CH:4][C:5]([NH:23][C:24]([C:26]2[N:27]=[C:28]([C:31]3[CH:32]=[N:33][N:34](COCC[Si](C)(C)C)[CH:35]=3)[S:29][CH:30]=2)=[O:25])=[C:6]([C:8]2[CH2:13][CH2:12][CH:11]([CH2:14][NH:15]C(=O)OC(C)(C)C)[CH2:10][CH:9]=2)[CH:7]=1.[ClH:44]. Product: [ClH:44].[NH2:15][CH2:14][CH:11]1[CH2:12][CH2:13][C:8]([C:6]2[CH:7]=[C:2]([F:1])[CH:3]=[CH:4][C:5]=2[NH:23][C:24]([C:26]2[N:27]=[C:28]([C:31]3[CH:35]=[N:34][NH:33][CH:32]=3)[S:29][CH:30]=2)=[O:25])=[CH:9][CH2:10]1. The catalyst class is: 12.